Dataset: Merck oncology drug combination screen with 23,052 pairs across 39 cell lines. Task: Regression. Given two drug SMILES strings and cell line genomic features, predict the synergy score measuring deviation from expected non-interaction effect. Cell line: UACC62. Drug 1: O=c1[nH]cc(F)c(=O)[nH]1. Drug 2: CCc1cnn2c(NCc3ccc[n+]([O-])c3)cc(N3CCCCC3CCO)nc12. Synergy scores: synergy=3.68.